Dataset: Full USPTO retrosynthesis dataset with 1.9M reactions from patents (1976-2016). Task: Predict the reactants needed to synthesize the given product. (1) Given the product [CH3:17][C:10](=[CH2:9])[C:11]([O:13][CH2:14][CH2:15][NH:16][S:20]([C:19]([F:25])([F:24])[F:18])(=[O:22])=[O:21])=[O:12], predict the reactants needed to synthesize it. The reactants are: C(N(CC)CC)C.Cl.[CH3:9][C:10](=[CH2:17])[C:11]([O:13][CH2:14][CH2:15][NH2:16])=[O:12].[F:18][C:19]([F:25])([F:24])[S:20](F)(=[O:22])=[O:21]. (2) Given the product [C:15]([N:12]1[CH2:13][CH2:14][N:9]([C:4]2[CH:5]=[CH:6][CH:7]=[CH:8][C:3]=2[C:1]#[N:2])[CH2:10][CH2:11]1)([O:18][C:3]([CH3:8])([CH3:4])[CH3:1])=[O:16], predict the reactants needed to synthesize it. The reactants are: [C:1]([C:3]1[CH:8]=[CH:7][CH:6]=[CH:5][C:4]=1[N:9]1[CH2:14][CH2:13][NH:12][CH2:11][CH2:10]1)#[N:2].[C:15]([O-:18])([O-])=[O:16].[K+].[K+]. (3) Given the product [O:20]1[CH2:21][CH2:22][CH2:23][CH2:24][CH:19]1[N:15]1[C:16]2[C:12](=[CH:11][C:10](/[C:9](/[C:25]3[CH:32]=[CH:31][C:28]([CH:29]=[O:30])=[CH:27][CH:26]=3)=[C:8](/[C:5]3[CH:6]=[CH:7][C:2]([B:44]4[O:45][C:46]([CH3:51])([CH3:52])[C:47]([CH3:49])([CH3:50])[O:48]4)=[CH:3][CH:4]=3)\[CH2:33][CH3:34])=[CH:18][CH:17]=2)[CH:13]=[N:14]1, predict the reactants needed to synthesize it. The reactants are: Br[C:2]1[CH:7]=[CH:6][C:5](/[C:8](/[CH2:33][CH3:34])=[C:9](\[C:25]2[CH:32]=[CH:31][C:28]([CH:29]=[O:30])=[CH:27][CH:26]=2)/[C:10]2[CH:11]=[C:12]3[C:16](=[CH:17][CH:18]=2)[N:15]([CH:19]2[CH2:24][CH2:23][CH2:22][CH2:21][O:20]2)[N:14]=[CH:13]3)=[CH:4][CH:3]=1.[B:44]1([B:44]2[O:48][C:47]([CH3:50])([CH3:49])[C:46]([CH3:52])([CH3:51])[O:45]2)[O:48][C:47]([CH3:50])([CH3:49])[C:46]([CH3:52])([CH3:51])[O:45]1.C([O-])(=O)C.[K+].C(Cl)Cl.